Task: Predict the product of the given reaction.. Dataset: Forward reaction prediction with 1.9M reactions from USPTO patents (1976-2016) (1) The product is: [C:1]([O:5][C:6](=[O:24])[N:7]([CH2:8][CH2:9][CH2:10][C:11]1[CH:12]=[CH:13][C:14]([Cl:17])=[CH:15][CH:16]=1)[C@@H:18]1[CH2:22][CH2:21][CH2:20][C@H:19]1[NH:23][C:33](=[O:34])[C:32]1[CH:31]=[CH:30][C:29]([S:26]([CH3:25])(=[O:28])=[O:27])=[CH:37][CH:36]=1)([CH3:4])([CH3:2])[CH3:3]. Given the reactants [C:1]([O:5][C:6](=[O:24])[N:7]([C@@H:18]1[CH2:22][CH2:21][CH2:20][C@H:19]1[NH2:23])[CH2:8][CH2:9][CH2:10][C:11]1[CH:16]=[CH:15][C:14]([Cl:17])=[CH:13][CH:12]=1)([CH3:4])([CH3:3])[CH3:2].[CH3:25][S:26]([C:29]1[CH:37]=[CH:36][C:32]([C:33](O)=[O:34])=[CH:31][CH:30]=1)(=[O:28])=[O:27].C1C=CC2N(O)N=NC=2C=1, predict the reaction product. (2) Given the reactants FC1C=C2C(=CC=1)C(=O)N(CC1C=CC(OC)=CC=1)C=C2.C(C1(N)CCC(O)CC1)C=C.[CH2:33]([C:36]1([NH2:64])[CH2:41][CH2:40][CH:39]([O:42][C:43]2[CH:44]=[C:45]3[C:50](=[CH:51][C:52]=2Cl)[C:49](=[O:54])[N:48]([CH2:55][C:56]2[CH:61]=[CH:60][C:59]([O:62][CH3:63])=[CH:58][CH:57]=2)[CH:47]=[CH:46]3)[CH2:38][CH2:37]1)[CH:34]=[CH2:35], predict the reaction product. The product is: [CH2:33]([C:36]1([NH2:64])[CH2:41][CH2:40][CH:39]([O:42][C:43]2[CH:44]=[C:45]3[C:50](=[CH:51][CH:52]=2)[C:49](=[O:54])[N:48]([CH2:55][C:56]2[CH:61]=[CH:60][C:59]([O:62][CH3:63])=[CH:58][CH:57]=2)[CH:47]=[CH:46]3)[CH2:38][CH2:37]1)[CH:34]=[CH2:35].